This data is from Reaction yield outcomes from USPTO patents with 853,638 reactions. The task is: Predict the reaction yield, written as a fraction of the theoretical maximum amount of product (1.0 means a 100% yield; for example, 0.34 means a 34% yield). The reactants are [NH2:1][C:2]1[N:7]=[CH:6][N:5]=[C:4]2[N:8]([CH2:25][C@H:26]3[CH2:30][CH2:29][CH2:28][N:27]3[C:31](=[O:35])[CH2:32][C:33]#[N:34])[N:9]=[C:10]([C:11]3[CH:16]=[CH:15][C:14]([O:17][C:18]4[CH:23]=[CH:22][CH:21]=[CH:20][CH:19]=4)=[CH:13][C:12]=3[F:24])[C:3]=12.C(Cl)Cl.N1CCCCC1.[CH:45]([C:47]1([NH:50][C:51](=[O:57])[O:52][C:53]([CH3:56])([CH3:55])[CH3:54])[CH2:49][CH2:48]1)=O. The catalyst is CO. The product is [NH2:1][C:2]1[N:7]=[CH:6][N:5]=[C:4]2[N:8]([CH2:25][C@H:26]3[CH2:30][CH2:29][CH2:28][N:27]3[C:31](=[O:35])[C:32]([C:33]#[N:34])=[CH:45][C:47]3([NH:50][C:51](=[O:57])[O:52][C:53]([CH3:56])([CH3:55])[CH3:54])[CH2:48][CH2:49]3)[N:9]=[C:10]([C:11]3[CH:16]=[CH:15][C:14]([O:17][C:18]4[CH:19]=[CH:20][CH:21]=[CH:22][CH:23]=4)=[CH:13][C:12]=3[F:24])[C:3]=12. The yield is 0.130.